This data is from Reaction yield outcomes from USPTO patents with 853,638 reactions. The task is: Predict the reaction yield, written as a fraction of the theoretical maximum amount of product (1.0 means a 100% yield; for example, 0.34 means a 34% yield). (1) The product is [NH2:28][C:27]1[CH:29]=[CH:30][C:24]([CH:23]2[N:19]([C:16]3[CH:15]=[CH:14][C:13]([C:10]4[CH:11]=[N:12][C:7]([N:4]5[CH2:5][CH2:6][O:1][CH2:2][CH2:3]5)=[CH:8][CH:9]=4)=[CH:18][CH:17]=3)[CH:20]([C:31]3[CH:32]=[CH:33][C:34]([NH:35][C:44](=[O:45])[C@@H:43]([NH:42][C:40](=[O:41])[O:39][CH3:38])[CH:47]([CH3:49])[CH3:48])=[CH:36][CH:37]=3)[CH2:21][CH2:22]2)=[CH:25][CH:26]=1. The yield is 0.520. The catalyst is CS(C)=O.CO. The reactants are [O:1]1[CH2:6][CH2:5][N:4]([C:7]2[N:12]=[CH:11][C:10]([C:13]3[CH:18]=[CH:17][C:16]([N:19]4[CH:23]([C:24]5[CH:30]=[CH:29][C:27]([NH2:28])=[CH:26][CH:25]=5)[CH2:22][CH2:21][CH:20]4[C:31]4[CH:37]=[CH:36][C:34]([NH2:35])=[CH:33][CH:32]=4)=[CH:15][CH:14]=3)=[CH:9][CH:8]=2)[CH2:3][CH2:2]1.[CH3:38][O:39][C:40]([NH:42][C@@H:43]([CH:47]([CH3:49])[CH3:48])[C:44](O)=[O:45])=[O:41].CN(C(ON1N=NC2C=CC=NC1=2)=[N+](C)C)C.F[P-](F)(F)(F)(F)F.C(N(C(C)C)CC)(C)C. (2) The reactants are [Cl-].O[NH3+:3].[C:4](=[O:7])([O-])[OH:5].[Na+].CS(C)=O.[CH:13]1([O:18][C:19]2[CH:24]=[CH:23][C:22]([N:25]3[C:30](=[O:31])[C:29]([CH2:32][C:33]4[CH:38]=[CH:37][C:36]([C:39]5[C:40]([C:45]#[N:46])=[CH:41][CH:42]=[CH:43][CH:44]=5)=[CH:35][CH:34]=4)=[C:28]([CH2:47][CH2:48][CH3:49])[N:27]=[C:26]3[CH3:50])=[CH:21][CH:20]=2)[CH2:17][CH2:16][CH2:15][CH2:14]1. The catalyst is O.C(OCC)(=O)C. The product is [CH:13]1([O:18][C:19]2[CH:20]=[CH:21][C:22]([N:25]3[C:30](=[O:31])[C:29]([CH2:32][C:33]4[CH:34]=[CH:35][C:36]([C:39]5[CH:44]=[CH:43][CH:42]=[CH:41][C:40]=5[C:45]5[NH:3][C:4](=[O:7])[O:5][N:46]=5)=[CH:37][CH:38]=4)=[C:28]([CH2:47][CH2:48][CH3:49])[N:27]=[C:26]3[CH3:50])=[CH:23][CH:24]=2)[CH2:17][CH2:16][CH2:15][CH2:14]1. The yield is 0.660.